This data is from Catalyst prediction with 721,799 reactions and 888 catalyst types from USPTO. The task is: Predict which catalyst facilitates the given reaction. Reactant: [OH:1][C@@:2]1([CH2:22][O:23][CH3:24])[CH2:7][CH2:6][CH2:5][CH2:4][C@H:3]1[N:8]1[C:12]([C:13]2[CH:18]=[CH:17][CH:16]=[CH:15][CH:14]=2)=[C:11]([C:19](O)=[O:20])[N:10]=[CH:9]1.Cl.Cl.[CH2:27]([N:34]1[CH2:39][CH2:38][NH:37][C@H:36](/[CH:40]=[CH:41]/[C:42]2[CH:47]=[CH:46][CH:45]=[CH:44][N:43]=2)[CH2:35]1)[C:28]1[CH:33]=[CH:32][CH:31]=[CH:30][CH:29]=1.CCN=C=NCCCN(C)C.Cl.C1C=CC2N(O)N=NC=2C=1.C(=O)([O-])O.[Na+]. Product: [CH2:27]([N:34]1[CH2:39][CH2:38][N:37]([C:19]([C:11]2[N:10]=[CH:9][N:8]([C@@H:3]3[CH2:4][CH2:5][CH2:6][CH2:7][C@:2]3([CH2:22][O:23][CH3:24])[OH:1])[C:12]=2[C:13]2[CH:18]=[CH:17][CH:16]=[CH:15][CH:14]=2)=[O:20])[CH:36](/[CH:40]=[CH:41]/[C:42]2[CH:47]=[CH:46][CH:45]=[CH:44][N:43]=2)[CH2:35]1)[C:28]1[CH:29]=[CH:30][CH:31]=[CH:32][CH:33]=1. The catalyst class is: 338.